Dataset: Full USPTO retrosynthesis dataset with 1.9M reactions from patents (1976-2016). Task: Predict the reactants needed to synthesize the given product. (1) Given the product [CH2:20]([O:19][C:15]([CH:16]1[C:3](=[O:5])[CH2:2][N:1]([C:8]([O:10][C:11]([CH3:12])([CH3:13])[CH3:14])=[O:9])[CH2:17]1)=[O:18])[CH3:21], predict the reactants needed to synthesize it. The reactants are: [NH:1]([C:8]([O:10][C:11]([CH3:14])([CH3:13])[CH3:12])=[O:9])[CH2:2][C:3]([O:5]CC)=O.[C:15]([O:19][CH2:20][CH3:21])(=[O:18])[CH:16]=[CH2:17].CC([O-])(C)C.[K+]. (2) Given the product [F:25][C:26]1[CH:27]=[C:28]2[C:32](=[CH:33][CH:34]=1)[NH:31][C:30](=[O:35])/[C:29]/2=[CH:15]\[C:12]1[NH:11][C:7]2[CH2:8][CH2:9][CH2:10][N:4]([CH2:3][C@@H:2]([OH:1])[CH2:18][N:19]3[CH2:20][CH2:21][O:22][CH2:23][CH2:24]3)[C:5](=[O:17])[C:6]=2[C:13]=1[CH3:14], predict the reactants needed to synthesize it. The reactants are: [OH:1][C@@H:2]([CH2:18][N:19]1[CH2:24][CH2:23][O:22][CH2:21][CH2:20]1)[CH2:3][N:4]1[CH2:10][CH2:9][CH2:8][C:7]2[NH:11][C:12]([CH:15]=O)=[C:13]([CH3:14])[C:6]=2[C:5]1=[O:17].[F:25][C:26]1[CH:27]=[C:28]2[C:32](=[CH:33][CH:34]=1)[NH:31][C:30](=[O:35])[CH2:29]2.N1CCCCC1.